From a dataset of Full USPTO retrosynthesis dataset with 1.9M reactions from patents (1976-2016). Predict the reactants needed to synthesize the given product. Given the product [CH:47]1([S:44]([C:41]2[CH:42]=[CH:43][C:38]([CH:30]([C:27]3[NH:26][C:25]([C:22]4[S:21][C:20]([CH2:19][OH:18])=[N:24][N:23]=4)=[CH:29][CH:28]=3)[CH2:31][CH:32]3[CH2:33][CH2:34][O:35][CH2:36][CH2:37]3)=[CH:39][CH:40]=2)(=[O:45])=[O:46])[CH2:49][CH2:48]1, predict the reactants needed to synthesize it. The reactants are: [Si]([O:18][CH2:19][C:20]1[S:21][C:22]([C:25]2[NH:26][C:27]([CH:30]([C:38]3[CH:43]=[CH:42][C:41]([S:44]([CH:47]4[CH2:49][CH2:48]4)(=[O:46])=[O:45])=[CH:40][CH:39]=3)[CH2:31][CH:32]3[CH2:37][CH2:36][O:35][CH2:34][CH2:33]3)=[CH:28][CH:29]=2)=[N:23][N:24]=1)(C(C)(C)C)(C1C=CC=CC=1)C1C=CC=CC=1.[F-].C([N+](CCCC)(CCCC)CCCC)CCC.